This data is from Reaction yield outcomes from USPTO patents with 853,638 reactions. The task is: Predict the reaction yield, written as a fraction of the theoretical maximum amount of product (1.0 means a 100% yield; for example, 0.34 means a 34% yield). (1) The reactants are [F:1][C:2]1[CH:7]=[CH:6][C:5]([C:8]2[N:9]=[C:10]([NH2:14])[N:11]=[N:12][CH:13]=2)=[CH:4][CH:3]=1.[Br:15]N1C(=O)CCC1=O. No catalyst specified. The product is [Br:15][C:13]1[N:12]=[N:11][C:10]([NH2:14])=[N:9][C:8]=1[C:5]1[CH:4]=[CH:3][C:2]([F:1])=[CH:7][CH:6]=1. The yield is 0.490. (2) The reactants are [F:1][C:2]1[CH:7]=[CH:6][C:5]([C:8]2[C:9]3[CH:21]=[CH:20][C:19](=[O:22])[N:18]([C:23]4[CH:28]=[CH:27][CH:26]=[CH:25][C:24]=4[CH3:29])[C:10]=3[N:11]=[C:12](S(C)(=O)=O)[N:13]=2)=[C:4]([CH3:30])[CH:3]=1.[F:31][C:32]([F:36])([F:35])[CH2:33][NH2:34]. No catalyst specified. The product is [F:1][C:2]1[CH:7]=[CH:6][C:5]([C:8]2[C:9]3[CH:21]=[CH:20][C:19](=[O:22])[N:18]([C:23]4[CH:28]=[CH:27][CH:26]=[CH:25][C:24]=4[CH3:29])[C:10]=3[N:11]=[C:12]([NH:34][CH2:33][C:32]([F:36])([F:35])[F:31])[N:13]=2)=[C:4]([CH3:30])[CH:3]=1. The yield is 0.840. (3) The product is [Cl:1][C:2]1[CH:7]=[N:6][C:5]([NH:25][C@H:15]2[C:24]3[C:19](=[CH:20][CH:21]=[CH:22][CH:23]=3)[CH2:18][CH2:17][CH2:16]2)=[N:4][CH:3]=1. The catalyst is CN1CCCC1=O. The reactants are [Cl:1][C:2]1[C:3](C(O)=O)=[N:4][C:5](S(C)(=O)=O)=[N:6][CH:7]=1.[C@H:15]1([NH2:25])[C:24]2[C:19](=[CH:20][CH:21]=[CH:22][CH:23]=2)[CH2:18][CH2:17][CH2:16]1.C1(C(N)C2CCCCC2)CCCCC1. The yield is 0.310. (4) The reactants are [C:1]([O:5][C:6]([N:8]1[CH2:12][CH2:11][CH:10]([CH2:13]OS(C)(=O)=O)[CH2:9]1)=[O:7])([CH3:4])([CH3:3])[CH3:2].C(=O)([O-])[O-].[Cs+].[Cs+].[CH3:25][N:26]1[CH:30]=[C:29]([C:31]2[CH:32]=[C:33]([C:37]3[N:42]=[CH:41][C:40]([C:43]4[CH:44]=[N:45][NH:46][CH:47]=4)=[CH:39][N:38]=3)[CH:34]=[CH:35][CH:36]=2)[CH:28]=[N:27]1. The catalyst is O. The product is [C:1]([O:5][C:6]([N:8]1[CH2:12][CH2:11][CH:10]([CH2:13][N:45]2[CH:44]=[C:43]([C:40]3[CH:39]=[N:38][C:37]([C:33]4[CH:34]=[CH:35][CH:36]=[C:31]([C:29]5[CH:28]=[N:27][N:26]([CH3:25])[CH:30]=5)[CH:32]=4)=[N:42][CH:41]=3)[CH:47]=[N:46]2)[CH2:9]1)=[O:7])([CH3:4])([CH3:3])[CH3:2]. The yield is 0.570. (5) The reactants are [O:1]=[C:2]([NH:7][C:8]1[CH:13]=[CH:12][CH:11]=[CH:10][CH:9]=1)[CH2:3][C:4](O)=[O:5].C1N(P(Cl)(N2C(=O)OCC2)=O)C(=O)OC1.[Cl:29][CH2:30][CH2:31][N:32]([CH2:34][C:35]1[CH:40]=[CH:39][C:38]([C:41]2[S:49][C:48]3[C:43](=[N:44][CH:45]=[CH:46][C:47]=3[O:50][C:51]3[CH:56]=[CH:55][C:54]([NH2:57])=[CH:53][C:52]=3[F:58])[CH:42]=2)=[CH:37][CH:36]=1)[CH3:33].CCN(C(C)C)C(C)C. The catalyst is C(Cl)Cl. The product is [Cl:29][CH2:30][CH2:31][N:32]([CH2:34][C:35]1[CH:36]=[CH:37][C:38]([C:41]2[S:49][C:48]3[C:43](=[N:44][CH:45]=[CH:46][C:47]=3[O:50][C:51]3[CH:56]=[CH:55][C:54]([NH:57][C:4](=[O:5])[CH2:3][C:2]([NH:7][C:8]4[CH:9]=[CH:10][CH:11]=[CH:12][CH:13]=4)=[O:1])=[CH:53][C:52]=3[F:58])[CH:42]=2)=[CH:39][CH:40]=1)[CH3:33]. The yield is 0.210. (6) The reactants are [CH3:1][C:2]1[N:11]([CH3:12])[C:10](=[O:13])[C:9]2[C:4](=[CH:5][CH:6]=[CH:7][CH:8]=2)[N:3]=1.[F:14][C:15]1[CH:16]=[C:17]([CH:20]=[CH:21][CH:22]=1)[CH:18]=O. No catalyst specified. The product is [F:14][C:15]1[CH:16]=[C:17]([CH:18]=[CH:1][C:2]2[N:11]([CH3:12])[C:10](=[O:13])[C:9]3[C:4](=[CH:5][CH:6]=[CH:7][CH:8]=3)[N:3]=2)[CH:20]=[CH:21][CH:22]=1. The yield is 0.540. (7) The reactants are [Si:1]([O:8][C:9]1[CH:14]=[CH:13][C:12]([C:15]2[N:16]=[C:17]([C:22]3[CH:31]=[CH:30][C:29]4[C:24](=[CH:25][CH:26]=[CH:27][CH:28]=4)[CH:23]=3)[C:18]([NH2:21])=[N:19][CH:20]=2)=[CH:11][CH:10]=1)([C:4]([CH3:7])([CH3:6])[CH3:5])([CH3:3])[CH3:2].[Si:32]([O:39][C:40]1[CH:45]=[CH:44][C:43]([CH2:46][C:47](Cl)=[O:48])=[CH:42][CH:41]=1)([C:35]([CH3:38])([CH3:37])[CH3:36])([CH3:34])[CH3:33].O. The catalyst is CN(C)C1C=CN=CC=1.N1C=CC=CC=1. The product is [Si:32]([O:39][C:40]1[CH:41]=[CH:42][C:43]([CH2:46][C:47]([NH:21][C:18]2[C:17]([C:22]3[CH:31]=[CH:30][C:29]4[C:24](=[CH:25][CH:26]=[CH:27][CH:28]=4)[CH:23]=3)=[N:16][C:15]([C:12]3[CH:11]=[CH:10][C:9]([O:8][Si:1]([C:4]([CH3:7])([CH3:5])[CH3:6])([CH3:3])[CH3:2])=[CH:14][CH:13]=3)=[CH:20][N:19]=2)=[O:48])=[CH:44][CH:45]=1)([C:35]([CH3:38])([CH3:37])[CH3:36])([CH3:34])[CH3:33]. The yield is 0.582. (8) The reactants are [CH2:1]([NH:8][C:9]1([C:12]2[CH:17]=[CH:16][C:15](Br)=[CH:14][CH:13]=2)[CH2:11][CH2:10]1)[C:2]1[CH:7]=[CH:6][CH:5]=[CH:4][CH:3]=1.[CH3:19][Si:20]([C:23]#[CH:24])([CH3:22])[CH3:21]. The catalyst is C(N(CC)CC)C.[Cu]I.Cl[Pd](Cl)([P](C1C=CC=CC=1)(C1C=CC=CC=1)C1C=CC=CC=1)[P](C1C=CC=CC=1)(C1C=CC=CC=1)C1C=CC=CC=1. The product is [CH2:1]([NH:8][C:9]1([C:12]2[CH:17]=[CH:16][C:15]([C:24]#[C:23][Si:20]([CH3:22])([CH3:21])[CH3:19])=[CH:14][CH:13]=2)[CH2:11][CH2:10]1)[C:2]1[CH:7]=[CH:6][CH:5]=[CH:4][CH:3]=1. The yield is 0.740. (9) The reactants are S(=O)(=O)=O.[Cl:5][C:6]1[CH:11]=[CH:10][CH:9]=[C:8]([F:12])[C:7]=1[CH2:13][CH2:14][CH2:15][OH:16].C(N(CC)CC)C.[Cl-].[Na+]. The catalyst is CS(C)=O.ClCCl. The product is [Cl:5][C:6]1[CH:11]=[CH:10][CH:9]=[C:8]([F:12])[C:7]=1[CH2:13][CH2:14][CH:15]=[O:16]. The yield is 0.740.